This data is from Volume of distribution at steady state (VDss) regression data from Lombardo et al.. The task is: Regression/Classification. Given a drug SMILES string, predict its absorption, distribution, metabolism, or excretion properties. Task type varies by dataset: regression for continuous measurements (e.g., permeability, clearance, half-life) or binary classification for categorical outcomes (e.g., BBB penetration, CYP inhibition). For this dataset (vdss_lombardo), we predict log10(VDss) (log10 of volume of distribution in L/kg). (1) The molecule is CC(C)=CCN1Cc2cc(Cl)cc3[nH]c(=S)n(c23)C[C@@H]1C. The log10(VDss) is 1.34. (2) The compound is C[NH+]1CCc2cccc3c2C1Cc1ccc(O)c(O)c1-3. The log10(VDss) is 0.200. (3) The compound is C[N+](C)(C)[NH2+]CCC(=O)[O-]. The log10(VDss) is -0.150.